This data is from Full USPTO retrosynthesis dataset with 1.9M reactions from patents (1976-2016). The task is: Predict the reactants needed to synthesize the given product. (1) Given the product [CH:32]([C:35]1[CH:40]=[CH:39][C:38]([C:2]2[C:7]([CH:8]([CH2:13][CH2:14][CH3:15])[C:9]([O:11][CH3:12])=[O:10])=[C:6]([CH3:16])[N:5]=[C:4]([C:17]3[CH:22]=[CH:21][CH:20]=[CH:19][CH:18]=3)[N:3]=2)=[CH:37][CH:36]=1)([CH3:34])[CH3:33], predict the reactants needed to synthesize it. The reactants are: Cl[C:2]1[C:7]([CH:8]([CH2:13][CH2:14][CH3:15])[C:9]([O:11][CH3:12])=[O:10])=[C:6]([CH3:16])[N:5]=[C:4]([C:17]2[CH:22]=[CH:21][CH:20]=[CH:19][CH:18]=2)[N:3]=1.C(N(CC)C(C)C)(C)C.[CH:32]([C:35]1[CH:40]=[CH:39][C:38](B(O)O)=[CH:37][CH:36]=1)([CH3:34])[CH3:33]. (2) The reactants are: [CH2:1]([O:8][C:9](=[O:38])[C@H:10]([CH2:34][CH:35]([CH3:37])[CH3:36])[NH:11][C:12](=[O:33])[C@H:13]([CH2:31][OH:32])[NH:14][C:15](=[O:30])[C@H:16]([CH2:18][CH2:19][C:20](=[O:29])[NH:21]C(OC(C)(C)C)=O)[NH2:17])[C:2]1[CH:7]=[CH:6][CH:5]=[CH:4][CH:3]=1.[ClH:39]. Given the product [ClH:39].[CH2:1]([O:8][C:9](=[O:38])[C@H:10]([CH2:34][CH:35]([CH3:36])[CH3:37])[NH:11][C:12](=[O:33])[C@H:13]([CH2:31][OH:32])[NH:14][C:15](=[O:30])[C@H:16]([CH2:18][CH2:19][C:20](=[O:29])[NH2:21])[NH2:17])[C:2]1[CH:3]=[CH:4][CH:5]=[CH:6][CH:7]=1, predict the reactants needed to synthesize it.